This data is from Catalyst prediction with 721,799 reactions and 888 catalyst types from USPTO. The task is: Predict which catalyst facilitates the given reaction. (1) Reactant: [Br:1][C:2]1[C:3]([C:9](N(OC)C)=[O:10])=[N:4][C:5]([Cl:8])=[CH:6][CH:7]=1.[Cl:15][C:16]1[CH:21]=[CH:20][C:19]([Mg]Br)=[CH:18][CH:17]=1.[Cl-].[NH4+]. Product: [Br:1][C:2]1[C:3]([C:9]([C:19]2[CH:20]=[CH:21][C:16]([Cl:15])=[CH:17][CH:18]=2)=[O:10])=[N:4][C:5]([Cl:8])=[CH:6][CH:7]=1. The catalyst class is: 1. (2) Reactant: CS(O[C@@H:6]1[C@@H:11]([CH3:12])[CH2:10][N:9]([C:13]2[CH:18]=[CH:17][N:16]=[CH:15][C:14]=2[N:19]([C:27]([O:29][C:30]([CH3:33])([CH3:32])[CH3:31])=[O:28])C(OC(C)(C)C)=O)[CH2:8][C@H:7]1[NH:34][C:35]([O:37][C:38]([CH3:41])([CH3:40])[CH3:39])=[O:36])(=O)=O.[C-:42]#[N:43].[Na+]. Product: [C:30]([O:29][C:27]([NH:19][C:14]1[CH:15]=[N:16][CH:17]=[CH:18][C:13]=1[N:9]1[CH2:10][C@H:11]([CH3:12])[C@H:6]([C:42]#[N:43])[C@H:7]([NH:34][C:35](=[O:36])[O:37][C:38]([CH3:39])([CH3:41])[CH3:40])[CH2:8]1)=[O:28])([CH3:31])([CH3:33])[CH3:32]. The catalyst class is: 3. (3) Reactant: [CH:1]1([C:4]2[O:8][N:7]=[C:6]([C:9]3[C:14]([Cl:15])=[CH:13][CH:12]=[CH:11][C:10]=3[Cl:16])[C:5]=2[CH2:17]O)[CH2:3][CH2:2]1.C1(P(C2C=CC=CC=2)C2C=CC=CC=2)C=CC=CC=1.C(Br)(Br)(Br)[Br:39]. Product: [Br:39][CH2:17][C:5]1[C:6]([C:9]2[C:14]([Cl:15])=[CH:13][CH:12]=[CH:11][C:10]=2[Cl:16])=[N:7][O:8][C:4]=1[CH:1]1[CH2:3][CH2:2]1. The catalyst class is: 4. (4) Reactant: [Cl:1][C:2]1[N:7]=[C:6]([NH2:8])[CH:5]=[CH:4][N:3]=1.[H-].[Na+].[Br:11][C:12]1[CH:17]=[C:16](F)[C:15]([N+:19]([O-:21])=[O:20])=[CH:14][C:13]=1[F:22].O. Product: [Br:11][C:12]1[C:13]([F:22])=[CH:14][C:15]([N+:19]([O-:21])=[O:20])=[C:16]([NH:8][C:6]2[CH:5]=[CH:4][N:3]=[C:2]([Cl:1])[N:7]=2)[CH:17]=1. The catalyst class is: 36. (5) Reactant: [N:1]1[CH:6]=[CH:5][CH:4]=[C:3](B(O)O)[CH:2]=1.[CH3:10][N:11]([CH3:35])[CH2:12][CH2:13][N:14]1[C:23]2[C@@:18]([CH3:33])([C@H:19]3[CH2:30][CH2:29][C@@:28]4([CH3:31])[C@@H:24]([CH2:25][CH:26]=[C:27]4I)[C@@H:20]3[CH2:21][CH:22]=2)[CH2:17][CH2:16][C:15]1=[O:34].O. Product: [CH3:10][N:11]([CH3:35])[CH2:12][CH2:13][N:14]1[C:23]2[C@@:18]([CH3:33])([C@H:19]3[CH2:30][CH2:29][C@@:28]4([CH3:31])[C@@H:24]([CH2:25][CH:26]=[C:27]4[C:3]4[CH:2]=[N:1][CH:6]=[CH:5][CH:4]=4)[C@@H:20]3[CH2:21][CH:22]=2)[CH2:17][CH2:16][C:15]1=[O:34]. The catalyst class is: 184. (6) Reactant: [N+:1]([C:4]1[CH:10]=[CH:9][C:7]([NH2:8])=[CH:6][CH:5]=1)([O-:3])=[O:2].[CH3:11][O:12][C:13]([C:15]#[C:16][C:17]([O:19][CH3:20])=[O:18])=[O:14]. Product: [N+:1]([C:4]1[CH:10]=[CH:9][C:7]([NH:8][C:15](=[CH:16][C:17]([O:19][CH3:20])=[O:18])[C:13]([O:12][CH3:11])=[O:14])=[CH:6][CH:5]=1)([O-:3])=[O:2]. The catalyst class is: 5. (7) Reactant: [CH3:1][C:2]1([CH3:14])[O:7][C:6]2[CH:8]=[C:9]([O:12][CH3:13])[CH:10]=[CH:11][C:5]=2[CH:4]=[CH:3]1. Product: [CH3:13][O:12][C:9]1[CH:8]=[C:6]2[C:5]([CH2:4][CH2:3][C:2]([CH3:14])([CH3:1])[O:7]2)=[CH:11][CH:10]=1. The catalyst class is: 50.